Dataset: Forward reaction prediction with 1.9M reactions from USPTO patents (1976-2016). Task: Predict the product of the given reaction. (1) Given the reactants C([O:8][C:9]1[CH:10]=[CH:11][C:12]2[C:13]3[N:22]([CH2:23][CH:24]4[CH2:28][O:27][C:26]([CH3:30])([CH3:29])[O:25]4)[C:21]([CH2:31][O:32][CH2:33][CH3:34])=[N:20][C:14]=3[C:15]([NH2:19])=[N:16][C:17]=2[CH:18]=1)C1C=CC=CC=1.CO, predict the reaction product. The product is: [NH2:19][C:15]1[C:14]2[N:20]=[C:21]([CH2:31][O:32][CH2:33][CH3:34])[N:22]([CH2:23][CH:24]3[CH2:28][O:27][C:26]([CH3:30])([CH3:29])[O:25]3)[C:13]=2[C:12]2[CH:11]=[CH:10][C:9]([OH:8])=[CH:18][C:17]=2[N:16]=1. (2) Given the reactants [S:1]([NH2:5])([NH2:4])(=[O:3])=[O:2].[N:6]1([C:12]([O:14][C:15]([CH3:18])([CH3:17])[CH3:16])=[O:13])[CH2:11][CH2:10]N[CH2:8][CH2:7]1, predict the reaction product. The product is: [NH2:4][S:1]([N:5]1[CH2:10][CH2:11][N:6]([C:12]([O:14][C:15]([CH3:17])([CH3:16])[CH3:18])=[O:13])[CH2:7][CH2:8]1)(=[O:3])=[O:2]. (3) Given the reactants [CH2:1]([C:3]1[S:7][C:6]([C:8]([OH:10])=O)=[C:5]2[CH2:11][CH2:12][C:13]([CH3:16])([CH3:15])[CH2:14][C:4]=12)[CH3:2].[CH3:17][Li], predict the reaction product. The product is: [CH2:1]([C:3]1[S:7][C:6]([C:8](=[O:10])[CH3:17])=[C:5]2[CH2:11][CH2:12][C:13]([CH3:16])([CH3:15])[CH2:14][C:4]=12)[CH3:2].